From a dataset of Full USPTO retrosynthesis dataset with 1.9M reactions from patents (1976-2016). Predict the reactants needed to synthesize the given product. (1) Given the product [CH3:1][O:2][C:3](=[O:15])[C:4]1[CH:13]=[CH:12][C:7]([C:8]([O:10][CH3:11])=[O:9])=[CH:6][C:5]=1[O:23][C:18]1[CH:19]=[CH:20][CH:21]=[CH:22][C:17]=1[Br:16], predict the reactants needed to synthesize it. The reactants are: [CH3:1][O:2][C:3](=[O:15])[C:4]1[CH:13]=[CH:12][C:7]([C:8]([O:10][CH3:11])=[O:9])=[CH:6][C:5]=1F.[Br:16][C:17]1[CH:22]=[CH:21][CH:20]=[CH:19][C:18]=1[OH:23].C(=O)([O-])[O-].[K+].[K+].Cl. (2) Given the product [CH3:1][C:2]1[CH:3]=[C:4]2[C:9](=[CH:10][CH:11]=1)[N:8]=[C:7]([NH:37][CH3:36])[N:6]=[C:5]2[NH:20][CH2:19][C:18]1[CH:21]=[CH:22][C:15]([NH:14][C:29](=[O:30])[C:28]2[CH:32]=[CH:33][C:25]([C:24]([F:35])([F:34])[F:23])=[CH:26][CH:27]=2)=[CH:16][CH:17]=1, predict the reactants needed to synthesize it. The reactants are: [CH3:1][C:2]1[CH:3]=[C:4]2[C:9](=[CH:10][CH:11]=1)[N:8]=[C:7](Cl)[N:6]=[C:5]2Cl.[NH2:14][C:15]1[CH:22]=[CH:21][C:18]([CH2:19][NH2:20])=[CH:17][CH:16]=1.[F:23][C:24]([F:35])([F:34])[C:25]1[CH:33]=[CH:32][C:28]([C:29](Cl)=[O:30])=[CH:27][CH:26]=1.[CH3:36][NH2:37]. (3) Given the product [F:23][C:24]([F:34])([F:35])[C:25]1[CH:26]=[C:27]([NH:31][C:32]([N:17]2[CH2:18][CH2:19][N:14]([C:11]3[N:12]=[CH:13][C:8]4[C:6](=[O:7])[C:5]([C:20]([OH:22])=[O:21])=[CH:4][N:3]([CH2:2][CH3:1])[C:9]=4[N:10]=3)[CH2:15][CH2:16]2)=[S:33])[CH:28]=[CH:29][CH:30]=1, predict the reactants needed to synthesize it. The reactants are: [CH3:1][CH2:2][N:3]1[C:9]2[N:10]=[C:11]([N:14]3[CH2:19][CH2:18][NH:17][CH2:16][CH2:15]3)[N:12]=[CH:13][C:8]=2[C:6](=[O:7])[C:5]([C:20]([OH:22])=[O:21])=[CH:4]1.[F:23][C:24]([F:35])([F:34])[C:25]1[CH:26]=[C:27]([N:31]=[C:32]=[S:33])[CH:28]=[CH:29][CH:30]=1.C(N(CC)CC)C. (4) Given the product [CH3:30][N:9]1[C:10]2[C:6](=[CH:5][C:4]([N+:1]([O-:3])=[O:2])=[CH:12][CH:11]=2)[C:7]([C:13]2[CH2:14][CH2:15][CH2:16][N:17]([C:19]([O:21][C:22]([CH3:25])([CH3:24])[CH3:23])=[O:20])[CH:18]=2)=[CH:8]1, predict the reactants needed to synthesize it. The reactants are: [N+:1]([C:4]1[CH:5]=[C:6]2[C:10](=[CH:11][CH:12]=1)[NH:9][CH:8]=[C:7]2[C:13]1[CH2:14][CH2:15][CH2:16][N:17]([C:19]([O:21][C:22]([CH3:25])([CH3:24])[CH3:23])=[O:20])[CH:18]=1)([O-:3])=[O:2].[H-].[Na+].CI.[C:30](OCC)(=O)C. (5) Given the product [C:13]([C:17]1[N:21]=[C:20]([O:9][C:7]2[C:6]([CH3:10])=[CH:5][C:3]([NH2:4])=[C:2]([CH3:1])[CH:8]=2)[S:19][N:18]=1)([CH3:16])([CH3:15])[CH3:14], predict the reactants needed to synthesize it. The reactants are: [CH3:1][C:2]1[CH:8]=[C:7]([OH:9])[C:6]([CH3:10])=[CH:5][C:3]=1[NH2:4].[H-].[Na+].[C:13]([C:17]1[N:21]=[C:20](Cl)[S:19][N:18]=1)([CH3:16])([CH3:15])[CH3:14].C(OCC)(=O)C. (6) Given the product [Br:20][C:8]1[N:9]([CH2:12][C:13]2[CH:14]=[N:15][CH:16]=[CH:17][CH:18]=2)[C:10]2[C:6]([N:7]=1)=[C:5]([NH2:19])[N:4]=[C:3]([O:26][CH2:22][CH2:23][CH2:24][CH3:25])[N:11]=2, predict the reactants needed to synthesize it. The reactants are: [Na].Cl[C:3]1[N:11]=[C:10]2[C:6]([N:7]=[CH:8][N:9]2[CH2:12][C:13]2[CH:14]=[N:15][CH:16]=[CH:17][CH:18]=2)=[C:5]([NH2:19])[N:4]=1.[Br:20]Br.[CH2:22]([OH:26])[CH2:23][CH2:24][CH3:25].